Regression. Given a peptide amino acid sequence and an MHC pseudo amino acid sequence, predict their binding affinity value. This is MHC class I binding data. From a dataset of Peptide-MHC class I binding affinity with 185,985 pairs from IEDB/IMGT. (1) The peptide sequence is WCEFVDFSV. The MHC is HLA-A26:01 with pseudo-sequence HLA-A26:01. The binding affinity (normalized) is 0. (2) The peptide sequence is KYTHFFSGF. The MHC is HLA-B15:17 with pseudo-sequence HLA-B15:17. The binding affinity (normalized) is 0.411.